This data is from Catalyst prediction with 721,799 reactions and 888 catalyst types from USPTO. The task is: Predict which catalyst facilitates the given reaction. (1) Reactant: [N:1]1[N:5]2[C:6]3[CH2:13][CH2:12][N:11]([C:14]4[CH:15]=[C:16]([CH:20]=[CH:21][CH:22]=4)[C:17]([OH:19])=O)[CH2:10][C:7]=3[CH:8]=[N:9][C:4]2=[CH:3][CH:2]=1.C(N(CC)CC)C.CCCP(=O)=O.[CH:36]([C:39]1[CH:40]=[C:41]([CH:43]=[CH:44][CH:45]=1)[NH2:42])([CH3:38])[CH3:37]. Product: [N:1]1[N:5]2[C:6]3[CH2:13][CH2:12][N:11]([C:14]4[CH:15]=[C:16]([CH:20]=[CH:21][CH:22]=4)[C:17]([NH:42][C:41]4[CH:43]=[CH:44][CH:45]=[C:39]([CH:36]([CH3:38])[CH3:37])[CH:40]=4)=[O:19])[CH2:10][C:7]=3[CH:8]=[N:9][C:4]2=[CH:3][CH:2]=1. The catalyst class is: 864. (2) Reactant: Br[C:2]1[CH:3]=[N:4][CH:5]=[C:6]([O:9][CH3:10])[C:7]=1[CH3:8].CC([O-])(C)C.[Na+].C1C=CC(P(C2C(C3C(P(C4C=CC=CC=4)C4C=CC=CC=4)=CC=C4C=3C=CC=C4)=C3C(C=CC=C3)=CC=2)C2C=CC=CC=2)=CC=1.[C:63](=[NH:76])([C:70]1[CH:75]=[CH:74][CH:73]=[CH:72][CH:71]=1)[C:64]1[CH:69]=[CH:68][CH:67]=[CH:66][CH:65]=1. Product: [CH3:10][O:9][C:6]1[C:7]([CH3:8])=[C:2]([N:76]=[C:63]([C:64]2[CH:69]=[CH:68][CH:67]=[CH:66][CH:65]=2)[C:70]2[CH:75]=[CH:74][CH:73]=[CH:72][CH:71]=2)[CH:3]=[N:4][CH:5]=1. The catalyst class is: 101. (3) Reactant: [OH:1][C:2]1[CH:9]=[C:8]([O:10][CH3:11])[CH:7]=[CH:6][C:3]=1[CH:4]=[O:5].C1C=CC(N([S:19]([C:22]([F:25])([F:24])[F:23])(=[O:21])=[O:20])[S:19]([C:22]([F:25])([F:24])[F:23])(=[O:21])=[O:20])=CC=1.C(N(CC)CC)C. Product: [CH:4]([C:3]1[CH:6]=[CH:7][C:8]([O:10][CH3:11])=[CH:9][C:2]=1[O:1][S:19]([C:22]([F:25])([F:24])[F:23])(=[O:21])=[O:20])=[O:5]. The catalyst class is: 665. (4) Reactant: [CH2:1]([O:3][C:4](=[O:16])[CH2:5][C:6]1[CH:11]=[CH:10][C:9](Br)=[C:8]([N+:13]([O-:15])=[O:14])[CH:7]=1)[CH3:2].[C:17]1(B(O)O)[CH:22]=[CH:21][CH:20]=[CH:19][CH:18]=1.C(=O)([O-])[O-].[Cs+].[Cs+]. Product: [N+:13]([C:8]1[CH:7]=[C:6]([CH2:5][C:4]([O:3][CH2:1][CH3:2])=[O:16])[CH:11]=[CH:10][C:9]=1[C:17]1[CH:22]=[CH:21][CH:20]=[CH:19][CH:18]=1)([O-:15])=[O:14]. The catalyst class is: 12. (5) Product: [ClH:33].[NH:8]1[CH2:13][CH2:12][CH:11]([N:14]2[C:18]3=[N:19][CH:20]=[N:21][C:22]([O:23][C:24]4[CH:29]=[C:28]([F:30])[C:27]([F:31])=[CH:26][C:25]=4[F:32])=[C:17]3[CH:16]=[N:15]2)[CH2:10][CH2:9]1. The catalyst class is: 12. Reactant: C(OC([N:8]1[CH2:13][CH2:12][CH:11]([N:14]2[C:18]3=[N:19][CH:20]=[N:21][C:22]([O:23][C:24]4[CH:29]=[C:28]([F:30])[C:27]([F:31])=[CH:26][C:25]=4[F:32])=[C:17]3[CH:16]=[N:15]2)[CH2:10][CH2:9]1)=O)(C)(C)C.[ClH:33]. (6) The catalyst class is: 217. Reactant: [Cl:1][CH2:2][C:3]1[N:4]=[C:5]([C:8]2[C:16]3[C:11](=[C:12]([O:17][CH3:18])[CH:13]=[CH:14][CH:15]=3)[N:10]([CH2:19][CH:20]3[CH2:25][CH2:24][CH2:23][CH2:22][CH2:21]3)[CH:9]=2)[O:6][CH:7]=1.[CH2:26]([NH:28][CH2:29][CH3:30])[CH3:27]. Product: [ClH:1].[CH:20]1([CH2:19][N:10]2[C:11]3[C:16](=[CH:15][CH:14]=[CH:13][C:12]=3[O:17][CH3:18])[C:8]([C:5]3[O:6][CH:7]=[C:3]([CH2:2][N:28]([CH2:29][CH3:30])[CH2:26][CH3:27])[N:4]=3)=[CH:9]2)[CH2:25][CH2:24][CH2:23][CH2:22][CH2:21]1.